Dataset: TCR-epitope binding with 47,182 pairs between 192 epitopes and 23,139 TCRs. Task: Binary Classification. Given a T-cell receptor sequence (or CDR3 region) and an epitope sequence, predict whether binding occurs between them. (1) The epitope is RQLLFVVEV. The TCR CDR3 sequence is CASRGELGEKLFF. Result: 0 (the TCR does not bind to the epitope). (2) The epitope is KLPDDFTGCV. The TCR CDR3 sequence is CASSQGDYSNQPQHF. Result: 1 (the TCR binds to the epitope). (3) The epitope is LLQTGIHVRVSQPSL. The TCR CDR3 sequence is CASSYSWDRVLEQYF. Result: 1 (the TCR binds to the epitope). (4) The epitope is YEGNSPFHPL. The TCR CDR3 sequence is CASSYILADNEQFF. Result: 0 (the TCR does not bind to the epitope). (5) The epitope is KTSVDCTMYI. The TCR CDR3 sequence is CASSPDWDTEAFF. Result: 0 (the TCR does not bind to the epitope). (6) The epitope is LLWNGPMAV. The TCR CDR3 sequence is CASSQEGTSRPQHF. Result: 1 (the TCR binds to the epitope). (7) The epitope is KRWIILGLNK. The TCR CDR3 sequence is CASSRNNIEAFF. Result: 1 (the TCR binds to the epitope).